From a dataset of Catalyst prediction with 721,799 reactions and 888 catalyst types from USPTO. Predict which catalyst facilitates the given reaction. (1) Reactant: [F:1][C:2]1[CH:3]=[C:4]([NH:8][C:9]2[N:17]=[CH:16][CH:15]=[CH:14][C:10]=2[C:11]([OH:13])=O)[CH:5]=[CH:6][CH:7]=1.Cl.[NH2:19][C:20]([CH3:25])([CH2:23][CH3:24])[C:21]#[CH:22].C1C=CC2N(O)N=NC=2C=1.CCN=C=NCCCN(C)C.CCN(C(C)C)C(C)C. Product: [F:1][C:2]1[CH:3]=[C:4]([NH:8][C:9]2[N:17]=[CH:16][CH:15]=[CH:14][C:10]=2[C:11]([NH:19][C:20]([CH3:25])([CH2:23][CH3:24])[C:21]#[CH:22])=[O:13])[CH:5]=[CH:6][CH:7]=1. The catalyst class is: 2. (2) Reactant: [NH:1]([CH:5]1[CH2:10][CH2:9][N:8]([C:11]([O:13][CH2:14][CH3:15])=[O:12])[CH2:7][CH2:6]1)[C:2]([NH2:4])=[S:3].Br[CH2:17][C:18]([C:20]1[CH:28]=[CH:27][C:23]([C:24]([OH:26])=[O:25])=[CH:22][CH:21]=1)=O. Product: [CH2:14]([O:13][C:11]([N:8]1[CH2:9][CH2:10][CH:5]([NH:1][C:2]2[S:3][CH:17]=[C:18]([C:20]3[CH:28]=[CH:27][C:23]([C:24]([OH:26])=[O:25])=[CH:22][CH:21]=3)[N:4]=2)[CH2:6][CH2:7]1)=[O:12])[CH3:15]. The catalyst class is: 165. (3) Reactant: [NH:1]1[CH2:6][CH2:5][S:4][CH2:3][CH2:2]1.C(N(CC)CC)C.[Cl:14][C:15]1[CH:20]=[CH:19][C:18]([S:21](Cl)(=[O:23])=[O:22])=[CH:17][CH:16]=1. Product: [Cl:14][C:15]1[CH:20]=[CH:19][C:18]([S:21]([N:1]2[CH2:6][CH2:5][S:4][CH2:3][CH2:2]2)(=[O:23])=[O:22])=[CH:17][CH:16]=1. The catalyst class is: 2. (4) Reactant: C(OC([NH:11][CH2:12][CH2:13][N:14]([CH2:29][CH2:30][NH:31]C(OCC1C=CC=CC=1)=O)[C:15]([CH2:17][O:18][CH2:19][CH2:20][O:21][CH2:22][CH2:23][O:24][CH2:25][C:26]([OH:28])=[O:27])=[O:16])=O)C1C=CC=CC=1.CC1C=C2N=C3C(=NC(NC3=O)=O)N(C[C@H](O)[C@H](O)[C@H](O)CO)C2=CC=1C.[H][H]. Product: [NH2:11][CH2:12][CH2:13][N:14]([CH2:29][CH2:30][NH2:31])[C:15]([CH2:17][O:18][CH2:19][CH2:20][O:21][CH2:22][CH2:23][O:24][CH2:25][C:26]([OH:28])=[O:27])=[O:16]. The catalyst class is: 19. (5) Reactant: Br[CH2:2][CH2:3][CH2:4][CH2:5][F:6].[F:7][C:8]1[CH:16]=[C:15]([OH:17])[CH:14]=[CH:13][C:9]=1[C:10]([OH:12])=[O:11].C(O)C.[OH-].[K+]. Product: [F:7][C:8]1[CH:16]=[C:15]([O:17][CH2:2][CH2:3][CH2:4][CH2:5][F:6])[CH:14]=[CH:13][C:9]=1[C:10]([OH:12])=[O:11]. The catalyst class is: 6. (6) Reactant: [NH:1]1[C:5]2=[N:6][CH:7]=[CH:8][CH:9]=[C:4]2[CH:3]=[C:2]1[C:10]([NH2:12])=O.N#N.[H-].[H-].[H-].[H-].[Li+].[Al+3]. Product: [NH:1]1[C:5]2=[N:6][CH:7]=[CH:8][CH:9]=[C:4]2[CH:3]=[C:2]1[CH2:10][NH2:12]. The catalyst class is: 1. (7) Reactant: [F:1][C:2]([F:20])([F:19])[CH2:3][NH:4][CH2:5][CH:6]1[CH2:11][CH2:10][N:9](C(OC(C)(C)C)=O)[CH2:8][CH2:7]1.[ClH:21].O1CCOCC1. Product: [ClH:21].[ClH:21].[F:20][C:2]([F:1])([F:19])[CH2:3][NH:4][CH2:5][CH:6]1[CH2:11][CH2:10][NH:9][CH2:8][CH2:7]1. The catalyst class is: 2.